From a dataset of Catalyst prediction with 721,799 reactions and 888 catalyst types from USPTO. Predict which catalyst facilitates the given reaction. (1) Reactant: [CH3:1][C:2]1[CH:10]=[CH:9][C:8]([N:11]([CH3:20])[S:12]([C:15]2[S:16][CH:17]=[CH:18][CH:19]=2)(=[O:14])=[O:13])=[C:7]2[C:3]=1[CH:4]=[C:5]([C:21]1[S:22][CH:23]([CH2:26][C:27]([O:29]CC)=[O:28])[CH2:24][N:25]=1)[NH:6]2.[OH-].[K+].C(O)(=O)CC(CC(O)=O)(C(O)=O)O. Product: [CH3:1][C:2]1[CH:10]=[CH:9][C:8]([N:11]([CH3:20])[S:12]([C:15]2[S:16][CH:17]=[CH:18][CH:19]=2)(=[O:14])=[O:13])=[C:7]2[C:3]=1[CH:4]=[C:5]([C:21]1[S:22][CH:23]([CH2:26][C:27]([OH:29])=[O:28])[CH2:24][N:25]=1)[NH:6]2. The catalyst class is: 83. (2) Reactant: [CH2:1]([O:8][CH2:9][C:10]1[N:15]=[CH:14][N:13]=[C:12](O)[CH:11]=1)[C:2]1[CH:7]=[CH:6][CH:5]=[CH:4][CH:3]=1.P(Cl)(Cl)([Cl:19])=O.C(N(CCC)CCC)CC.[OH-].[NH4+]. Product: [CH2:1]([O:8][CH2:9][C:10]1[CH:11]=[C:12]([Cl:19])[N:13]=[CH:14][N:15]=1)[C:2]1[CH:7]=[CH:6][CH:5]=[CH:4][CH:3]=1. The catalyst class is: 11. (3) Reactant: [C:1]([O:5][C:6](=[O:22])[NH:7][CH2:8][CH:9]1[CH2:13][CH2:12][N:11](C(C2C=CC=CC=2)C)[CH2:10]1)([CH3:4])([CH3:3])[CH3:2]. Product: [C:1]([O:5][C:6](=[O:22])[NH:7][CH2:8][CH:9]1[CH2:13][CH2:12][NH:11][CH2:10]1)([CH3:4])([CH3:2])[CH3:3]. The catalyst class is: 19. (4) Reactant: Br[CH2:2][C:3](Cl)=[O:4].[NH2:6][C@@H:7]([CH2:10][O:11][CH2:12][C:13]1[CH:18]=[CH:17][CH:16]=[CH:15][CH:14]=1)[CH2:8][OH:9].[OH-].[Na+].C1(C)C=CC=CC=1.C1COCC1. Product: [CH2:12]([O:11][CH2:10][C@@H:7]1[NH:6][C:3](=[O:4])[CH2:2][O:9][CH2:8]1)[C:13]1[CH:18]=[CH:17][CH:16]=[CH:15][CH:14]=1. The catalyst class is: 11. (5) Reactant: [N+:1]([C:4]1[CH:5]=[C:6]([CH:8]=[CH:9][CH:10]=1)[NH2:7])([O-:3])=[O:2].N1C=CC=CC=1.[CH3:17][S:18](Cl)(=[O:20])=[O:19].Cl. Product: [N+:1]([C:4]1[CH:5]=[C:6]([NH:7][S:18]([CH3:17])(=[O:20])=[O:19])[CH:8]=[CH:9][CH:10]=1)([O-:3])=[O:2]. The catalyst class is: 4. (6) Reactant: [CH3:1][C:2]1[N:6]([CH2:7][CH2:8][N:9]2[CH2:14][CH2:13][O:12][CH2:11][CH2:10]2)[C:5]2[S:15][CH:16]=[CH:17][C:4]=2[CH:3]=1.[Cl-].C([Al+]CC)C.[Cl:24][C:25]1[C:33]([Cl:34])=[CH:32][CH:31]=[CH:30][C:26]=1[C:27](Cl)=[O:28]. Product: [Cl:24][C:25]1[C:33]([Cl:34])=[CH:32][CH:31]=[CH:30][C:26]=1[C:27]([C:3]1[C:4]2[CH:17]=[CH:16][S:15][C:5]=2[N:6]([CH2:7][CH2:8][N:9]2[CH2:10][CH2:11][O:12][CH2:13][CH2:14]2)[C:2]=1[CH3:1])=[O:28]. The catalyst class is: 2. (7) Reactant: [CH:1]1([N:4]2[C:8]([NH2:9])=[CH:7][C:6]([CH3:10])=[N:5]2)[CH2:3][CH2:2]1.[CH:11]1([C:14](=O)[CH2:15][C:16](=O)[C:17]([O:19][CH2:20][CH3:21])=[O:18])[CH2:13][CH2:12]1. The catalyst class is: 15. Product: [CH:1]1([N:4]2[C:8]3[N:9]=[C:14]([CH:11]4[CH2:12][CH2:13]4)[CH:15]=[C:16]([C:17]([O:19][CH2:20][CH3:21])=[O:18])[C:7]=3[C:6]([CH3:10])=[N:5]2)[CH2:3][CH2:2]1. (8) Product: [Br:1][C:2]1[CH:10]=[C:9]2[C:5](/[C:6](=[CH:12]/[C:13]3[CH:18]=[CH:17][CH:16]=[C:15]([Cl:19])[CH:14]=3)/[C:7](=[O:11])[N:8]2[CH2:27][O:26][CH2:25][CH2:24][Si:23]([CH3:30])([CH3:29])[CH3:22])=[CH:4][CH:3]=1. Reactant: [Br:1][C:2]1[CH:10]=[C:9]2[C:5](/[C:6](=[CH:12]/[C:13]3[CH:18]=[CH:17][CH:16]=[C:15]([Cl:19])[CH:14]=3)/[C:7](=[O:11])[NH:8]2)=[CH:4][CH:3]=1.[H-].[Na+].[CH3:22][Si:23]([CH3:30])([CH3:29])[CH2:24][CH2:25][O:26][CH2:27]Cl. The catalyst class is: 348. (9) Reactant: [C:1]([C:5]1[CH:6]=[C:7]2[C:12](=[C:13]([F:15])[CH:14]=1)[C:11](=[O:16])[N:10]([C:17]1[N:24]=[CH:23][CH:22]=[C:21]([C:25]3[CH:30]=[C:29]([NH:31][C:32]4[CH:37]=[CH:36][C:35]([S:38]([CH3:41])(=[O:40])=[O:39])=[CH:34][N:33]=4)[C:28](=[O:42])[N:27]([CH3:43])[CH:26]=3)[C:18]=1[CH:19]=[O:20])[N:9]=[CH:8]2)([CH3:4])([CH3:3])[CH3:2].ClCCl.[BH4-].[Na+].[NH4+].[Cl-]. Product: [C:1]([C:5]1[CH:6]=[C:7]2[C:12](=[C:13]([F:15])[CH:14]=1)[C:11](=[O:16])[N:10]([C:17]1[C:18]([CH2:19][OH:20])=[C:21]([C:25]3[CH:30]=[C:29]([NH:31][C:32]4[CH:37]=[CH:36][C:35]([S:38]([CH3:41])(=[O:40])=[O:39])=[CH:34][N:33]=4)[C:28](=[O:42])[N:27]([CH3:43])[CH:26]=3)[CH:22]=[CH:23][N:24]=1)[N:9]=[CH:8]2)([CH3:4])([CH3:2])[CH3:3]. The catalyst class is: 72. (10) Reactant: [NH2:1][C:2]([NH2:4])=[S:3].C(O)C.[F:8][C:9]([F:14])([F:13])[CH2:10][CH2:11][I:12]. Product: [I-:12].[F:8][C:9]([F:14])([F:13])[CH2:10][CH2:11][NH+:1]=[C:2]([NH2:4])[SH:3]. The catalyst class is: 6.